Dataset: NCI-60 drug combinations with 297,098 pairs across 59 cell lines. Task: Regression. Given two drug SMILES strings and cell line genomic features, predict the synergy score measuring deviation from expected non-interaction effect. (1) Drug 1: COC1=C(C=C2C(=C1)N=CN=C2NC3=CC(=C(C=C3)F)Cl)OCCCN4CCOCC4. Drug 2: C1=NNC2=C1C(=O)NC=N2. Cell line: KM12. Synergy scores: CSS=36.6, Synergy_ZIP=12.5, Synergy_Bliss=11.8, Synergy_Loewe=11.0, Synergy_HSA=18.2. (2) Drug 1: C1CCN(CC1)CCOC2=CC=C(C=C2)C(=O)C3=C(SC4=C3C=CC(=C4)O)C5=CC=C(C=C5)O. Drug 2: COC1=CC(=CC(=C1O)OC)C2C3C(COC3=O)C(C4=CC5=C(C=C24)OCO5)OC6C(C(C7C(O6)COC(O7)C8=CC=CS8)O)O. Cell line: LOX IMVI. Synergy scores: CSS=44.4, Synergy_ZIP=0.725, Synergy_Bliss=0.271, Synergy_Loewe=-3.86, Synergy_HSA=3.01. (3) Drug 1: CC(C1=C(C=CC(=C1Cl)F)Cl)OC2=C(N=CC(=C2)C3=CN(N=C3)C4CCNCC4)N. Drug 2: CC12CCC3C(C1CCC2=O)CC(=C)C4=CC(=O)C=CC34C. Cell line: NCI-H226. Synergy scores: CSS=11.8, Synergy_ZIP=5.03, Synergy_Bliss=3.60, Synergy_Loewe=2.03, Synergy_HSA=3.55.